This data is from Catalyst prediction with 721,799 reactions and 888 catalyst types from USPTO. The task is: Predict which catalyst facilitates the given reaction. (1) Reactant: [CH2:1]([C@@H:3]1[C@@H:7]([OH:8])[CH2:6][N:5]([C:9]([O:11][CH2:12][C:13]2[CH:18]=[CH:17][CH:16]=[CH:15][CH:14]=2)=[O:10])[CH2:4]1)[CH3:2].[CH3:19][C:20]1[CH:25]=[CH:24][C:23]([S:26](Cl)(=[O:28])=[O:27])=[CH:22][CH:21]=1.C(N(CC)CC)C. Product: [CH2:1]([C@@H:3]1[C@@H:7]([O:8][S:26]([C:23]2[CH:24]=[CH:25][C:20]([CH3:19])=[CH:21][CH:22]=2)(=[O:28])=[O:27])[CH2:6][N:5]([C:9]([O:11][CH2:12][C:13]2[CH:18]=[CH:17][CH:16]=[CH:15][CH:14]=2)=[O:10])[CH2:4]1)[CH3:2]. The catalyst class is: 172. (2) Reactant: [Br:1][C:2]1[CH:3]=[N:4][C:5](Cl)=[C:6]([CH:11]=1)[C:7]([O:9]C)=[O:8].[CH3:13][O:14][CH2:15][CH2:16][OH:17].CC([O-])(C)C.[Na+]. Product: [Br:1][C:2]1[CH:3]=[N:4][C:5]([O:17][CH2:16][CH2:15][O:14][CH3:13])=[C:6]([CH:11]=1)[C:7]([OH:9])=[O:8]. The catalyst class is: 107. (3) Reactant: [NH2:1][C:2]1[C:7]([N+:8]([O-])=O)=[CH:6][N:5]=[C:4]([N:11]2[CH2:16][CH2:15][CH2:14][C@@H:13]([C:17]([N:19]3[CH2:23][CH2:22][CH2:21][CH2:20]3)=[O:18])[CH2:12]2)[N:3]=1.[H][H]. Product: [NH2:1][C:2]1[C:7]([NH2:8])=[CH:6][N:5]=[C:4]([N:11]2[CH2:16][CH2:15][CH2:14][C@@H:13]([C:17]([N:19]3[CH2:23][CH2:22][CH2:21][CH2:20]3)=[O:18])[CH2:12]2)[N:3]=1. The catalyst class is: 29. (4) Reactant: C([N:8]([CH2:27][CH:28]1[CH2:33][CH2:32][N:31]([CH2:34][C:35]([F:38])([CH3:37])[CH3:36])[CH2:30][CH2:29]1)[C:9]1[CH:14]=[CH:13][C:12]([C:15]2[CH:20]=[CH:19][C:18]([C:21]([O:23][CH2:24][CH3:25])=[O:22])=[C:17]([F:26])[CH:16]=2)=[CH:11][CH:10]=1)C1C=CC=CC=1. Product: [F:26][C:17]1[CH:16]=[C:15]([C:12]2[CH:13]=[CH:14][C:9]([NH:8][CH2:27][CH:28]3[CH2:33][CH2:32][N:31]([CH2:34][C:35]([F:38])([CH3:37])[CH3:36])[CH2:30][CH2:29]3)=[CH:10][CH:11]=2)[CH:20]=[CH:19][C:18]=1[C:21]([O:23][CH2:24][CH3:25])=[O:22]. The catalyst class is: 5. (5) Reactant: [CH2:1]([O:8][CH:9]1[CH2:15][CH:14]2[N:16]([CH2:17][C@H:18]3[CH2:23][N:22]([S:24]([C:27]4[S:28][CH:29]=[CH:30][CH:31]=4)(=[O:26])=[O:25])[CH2:21][CH2:20][NH:19]3)[CH:10]1[CH2:11][O:12][CH2:13]2)[C:2]1[CH:7]=[CH:6][CH:5]=[CH:4][CH:3]=1.Cl[C:33]1[N:38]=[CH:37][C:36]([C:39]([OH:45])([CH3:44])[C:40]([F:43])([F:42])[F:41])=[CH:35][N:34]=1.CCN(C(C)C)C(C)C. Product: [CH2:1]([O:8][CH:9]1[CH2:15][CH:14]2[N:16]([CH2:17][C@H:18]3[CH2:23][N:22]([S:24]([C:27]4[S:28][CH:29]=[CH:30][CH:31]=4)(=[O:26])=[O:25])[CH2:21][CH2:20][N:19]3[C:33]3[N:34]=[CH:35][C:36]([C:39]([OH:45])([CH3:44])[C:40]([F:41])([F:42])[F:43])=[CH:37][N:38]=3)[CH:10]1[CH2:11][O:12][CH2:13]2)[C:2]1[CH:7]=[CH:6][CH:5]=[CH:4][CH:3]=1. The catalyst class is: 12. (6) Reactant: [CH:1]1([NH:7][C:8]2[C:12]3([CH2:17][CH2:16][N:15](C(OC(C)(C)C)=O)[CH2:14][CH2:13]3)[N:11]([CH2:25][CH2:26][CH2:27][CH:28]=[CH2:29])[C:10](=[O:30])[N:9]=2)[CH2:6][CH2:5][CH2:4][CH2:3][CH2:2]1.[ClH:31]. Product: [ClH:31].[ClH:31].[CH:1]1([NH:7][C:8]2[C:12]3([CH2:13][CH2:14][NH:15][CH2:16][CH2:17]3)[N:11]([CH2:25][CH2:26][CH2:27][CH:28]=[CH2:29])[C:10](=[O:30])[N:9]=2)[CH2:2][CH2:3][CH2:4][CH2:5][CH2:6]1. The catalyst class is: 2.